From a dataset of Forward reaction prediction with 1.9M reactions from USPTO patents (1976-2016). Predict the product of the given reaction. Given the reactants [F:1][C:2]1[C:7]2[NH:8][C:9](=O)[CH2:10][CH2:11][NH:12][C:6]=2[CH:5]=[CH:4][CH:3]=1.COC1C=CC(P2(SP(C3C=CC(OC)=CC=3)(=S)S2)=[S:23])=CC=1, predict the reaction product. The product is: [F:1][C:2]1[C:7]2[NH:8][C:9](=[S:23])[CH2:10][CH2:11][NH:12][C:6]=2[CH:5]=[CH:4][CH:3]=1.